Regression. Given two drug SMILES strings and cell line genomic features, predict the synergy score measuring deviation from expected non-interaction effect. From a dataset of NCI-60 drug combinations with 297,098 pairs across 59 cell lines. Drug 1: CCCS(=O)(=O)NC1=C(C(=C(C=C1)F)C(=O)C2=CNC3=C2C=C(C=N3)C4=CC=C(C=C4)Cl)F. Drug 2: CC=C1C(=O)NC(C(=O)OC2CC(=O)NC(C(=O)NC(CSSCCC=C2)C(=O)N1)C(C)C)C(C)C. Cell line: ACHN. Synergy scores: CSS=25.3, Synergy_ZIP=-8.84, Synergy_Bliss=-12.3, Synergy_Loewe=-31.4, Synergy_HSA=-12.4.